Dataset: Peptide-MHC class II binding affinity with 134,281 pairs from IEDB. Task: Regression. Given a peptide amino acid sequence and an MHC pseudo amino acid sequence, predict their binding affinity value. This is MHC class II binding data. The peptide sequence is QASPDLLRGLLSTFI. The MHC is DRB1_1201 with pseudo-sequence DRB1_1201. The binding affinity (normalized) is 0.578.